From a dataset of Full USPTO retrosynthesis dataset with 1.9M reactions from patents (1976-2016). Predict the reactants needed to synthesize the given product. (1) Given the product [N:1]1([C:7]2[N:12]=[CH:11][C:10]([N:13]([CH2:23][CH:24]3[CH2:25][CH2:26][N:27]([C:49]([O:51][C:52]([CH3:53])([CH3:54])[CH3:55])=[O:50])[CH2:28][CH2:29]3)[C:14](=[O:22])[CH2:15][CH:16]3[CH2:21][CH2:20][O:19][CH2:18][CH2:17]3)=[CH:9][CH:8]=2)[CH2:2][CH2:3][O:4][CH2:5][CH2:6]1, predict the reactants needed to synthesize it. The reactants are: [N:1]1([C:7]2[N:12]=[CH:11][C:10]([N:13]([CH2:23][CH:24]3[CH2:29][CH2:28][N:27](CC4C=CC(C(F)(F)F)=CC=4)[CH2:26][CH2:25]3)[C:14](=[O:22])[CH2:15][CH:16]3[CH2:21][CH2:20][O:19][CH2:18][CH2:17]3)=[CH:9][CH:8]=2)[CH2:6][CH2:5][O:4][CH2:3][CH2:2]1.[C:49](O[C:49]([O:51][C:52]([CH3:55])([CH3:54])[CH3:53])=[O:50])([O:51][C:52]([CH3:55])([CH3:54])[CH3:53])=[O:50]. (2) The reactants are: [CH:1]1([C:6]2[CH:7]=[N:8][N:9]3[CH2:14][CH2:13][NH:12][CH2:11][C:10]=23)[CH2:5][CH2:4][CH2:3][CH2:2]1.[C:15]1(B(O)O)CCCCC=1. Given the product [CH:1]1([C:6]2[CH:7]=[N:8][N:9]3[CH2:14][CH2:13][NH:12][CH2:11][C:10]=23)[CH2:15][CH2:2][CH2:3][CH2:4][CH2:5]1, predict the reactants needed to synthesize it.